This data is from Reaction yield outcomes from USPTO patents with 853,638 reactions. The task is: Predict the reaction yield, written as a fraction of the theoretical maximum amount of product (1.0 means a 100% yield; for example, 0.34 means a 34% yield). (1) The reactants are [C:1]([C:3]1[CH:11]=[C:10]2[C:6]([C:7](/[CH:12]=[CH:13]/[C:14]([OH:16])=[O:15])=[N:8][NH:9]2)=[CH:5][CH:4]=1)#N.[Na].C(O)(=[O:20])C.N1C=CC=CC=1. The catalyst is O.[Ni]. The product is [CH:1]([C:3]1[CH:11]=[C:10]2[C:6]([C:7](/[CH:12]=[CH:13]/[C:14]([OH:16])=[O:15])=[N:8][NH:9]2)=[CH:5][CH:4]=1)=[O:20]. The yield is 0.720. (2) The reactants are [H-].[Al+3].[Li+].[H-].[H-].[H-].C([O:9][C:10](=O)[CH2:11][C:12]1[CH:17]=[CH:16][CH:15]=[C:14]([NH:18][S:19]([C:22]2[S:26][C:25]3[CH:27]=[CH:28][C:29]([Cl:31])=[CH:30][C:24]=3[C:23]=2[CH3:32])(=[O:21])=[O:20])[N:13]=1)C. The catalyst is O1CCCC1. The product is [OH:9][CH2:10][CH2:11][C:12]1[N:13]=[C:14]([NH:18][S:19]([C:22]2[S:26][C:25]3[CH:27]=[CH:28][C:29]([Cl:31])=[CH:30][C:24]=3[C:23]=2[CH3:32])(=[O:20])=[O:21])[CH:15]=[CH:16][CH:17]=1. The yield is 0.470. (3) The catalyst is CO.[Pd]. The product is [NH2:1][C@H:4]1[CH2:9][CH2:8][C@H:7]([C:10]([NH2:12])=[O:11])[CH2:6][C@@H:5]1[OH:13]. The yield is 1.00. The reactants are [N:1]([C@H:4]1[CH2:9][CH2:8][C@H:7]([C:10]([NH2:12])=[O:11])[CH2:6][C@@H:5]1[OH:13])=[N+]=[N-]. (4) The reactants are [NH2:1][C:2]1[CH:7]=[CH:6][C:5]([C:8]2[C:12]([C:13]3[CH:18]=[CH:17][N:16]=[C:15]4[NH:19][C:20]([C:22]5[CH:27]=[CH:26][CH:25]=[C:24]([CH2:28][N:29]([CH3:31])[CH3:30])[CH:23]=5)=[CH:21][C:14]=34)=[CH:11][N:10]([CH2:32][CH3:33])[N:9]=2)=[CH:4][CH:3]=1.[CH3:34][NH:35][CH3:36].[O:37]1[CH2:41]CCC1. No catalyst specified. The product is [CH3:31][N:29]([CH2:28][C:24]1[CH:23]=[C:22]([C:20]2[NH:19][C:15]3=[N:16][CH:17]=[CH:18][C:13]([C:12]4[C:8]([C:5]5[CH:4]=[CH:3][C:2]([NH:1][C:41](=[O:37])[N:35]([CH3:36])[CH3:34])=[CH:7][CH:6]=5)=[N:9][N:10]([CH2:32][CH3:33])[CH:11]=4)=[C:14]3[CH:21]=2)[CH:27]=[CH:26][CH:25]=1)[CH3:30]. The yield is 0.460.